Dataset: Full USPTO retrosynthesis dataset with 1.9M reactions from patents (1976-2016). Task: Predict the reactants needed to synthesize the given product. (1) Given the product [CH3:1][O:2][C:3]([NH:5][C@H:6]([C:20]([NH:22][CH2:23][CH2:24][CH:25]([F:46])[CH2:26][C@@H:27]([C:41]([O:43][CH2:44][CH3:45])=[O:42])[N:28]([S:29]([C:32]1[CH:37]=[CH:36][C:35]([N+:38]([O-:40])=[O:39])=[CH:34][CH:33]=1)(=[O:31])=[O:30])[CH:48]([CH3:49])[CH3:47])=[O:21])[CH:7]([C:14]1[CH:15]=[CH:16][CH:17]=[CH:18][CH:19]=1)[C:8]1[CH:9]=[CH:10][CH:11]=[CH:12][CH:13]=1)=[O:4], predict the reactants needed to synthesize it. The reactants are: [CH3:1][O:2][C:3]([NH:5][C@H:6]([C:20]([NH:22][CH2:23][CH2:24][CH:25]([F:46])[CH2:26][C@@H:27]([C:41]([O:43][CH2:44][CH3:45])=[O:42])[NH:28][S:29]([C:32]1[CH:37]=[CH:36][C:35]([N+:38]([O-:40])=[O:39])=[CH:34][CH:33]=1)(=[O:31])=[O:30])=[O:21])[CH:7]([C:14]1[CH:19]=[CH:18][CH:17]=[CH:16][CH:15]=1)[C:8]1[CH:13]=[CH:12][CH:11]=[CH:10][CH:9]=1)=[O:4].[CH3:47][CH:48](O)[CH3:49].C1C=CC(P(C2C=CC=CC=2)C2C=CC=CC=2)=CC=1.N(C(OC(C)C)=O)=NC(OC(C)C)=O. (2) Given the product [NH2:1][C:2]1[C:10]([Cl:11])=[CH:9][C:5]([C:6]([NH:44][CH:43]2[CH2:42][CH2:41][N:40]([CH2:45][CH2:46][CH2:47][O:48][C:49]3[CH:54]=[CH:53][C:52]([F:55])=[CH:51][CH:50]=3)[CH2:39][C:38]2([F:56])[F:37])=[O:8])=[C:4]([O:12][CH3:13])[CH:3]=1, predict the reactants needed to synthesize it. The reactants are: [NH2:1][C:2]1[C:10]([Cl:11])=[CH:9][C:5]([C:6]([OH:8])=O)=[C:4]([O:12][CH3:13])[CH:3]=1.C(N(CC)CC)C.ClC(OCC)=O.ON1C2C=CC=CC=2N=N1.[F:37][C:38]1([F:56])[CH:43]([NH2:44])[CH2:42][CH2:41][N:40]([CH2:45][CH2:46][CH2:47][O:48][C:49]2[CH:54]=[CH:53][C:52]([F:55])=[CH:51][CH:50]=2)[CH2:39]1. (3) Given the product [I:17][C:16]1[C:3]2[C:2]([OH:19])=[C:7]([C:8]3[CH:13]=[CH:12][CH:11]=[CH:10][CH:9]=3)[N:6]=[N:5][C:4]=2[N:14]([CH3:18])[N:15]=1, predict the reactants needed to synthesize it. The reactants are: Cl[C:2]1[C:7]([C:8]2[CH:13]=[CH:12][CH:11]=[CH:10][CH:9]=2)=[N:6][N:5]=[C:4]2[N:14]([CH3:18])[N:15]=[C:16]([I:17])[C:3]=12.[OH-:19].[Na+]. (4) Given the product [CH3:22][O:21][C:16]1[C:15]([N:14]2[C:5]3[C:4]4[CH:3]=[C:2]([C:30]5[CH:29]=[N:28][C:27]([O:26][CH3:25])=[CH:32][CH:31]=5)[CH:11]=[CH:10][C:9]=4[N:8]=[CH:7][C:6]=3[N:12]([CH3:24])[C:13]2=[O:23])=[CH:20][CH:19]=[CH:18][N:17]=1, predict the reactants needed to synthesize it. The reactants are: Br[C:2]1[CH:11]=[CH:10][C:9]2[N:8]=[CH:7][C:6]3[N:12]([CH3:24])[C:13](=[O:23])[N:14]([C:15]4[C:16]([O:21][CH3:22])=[N:17][CH:18]=[CH:19][CH:20]=4)[C:5]=3[C:4]=2[CH:3]=1.[CH3:25][O:26][C:27]1[CH:32]=[CH:31][C:30](B(O)O)=[CH:29][N:28]=1.C([O-])([O-])=O.[K+].[K+]. (5) The reactants are: Cl[C:2]1[CH:9]=[CH:8][C:5]([C:6]#[N:7])=[CH:4][C:3]=1[N+:10]([O-:12])=[O:11].C(=O)([O-])[O-].[Cs+].[Cs+].[CH:19]([C:22]1[C:30]2[C:25](=[CH:26][CH:27]=[CH:28][C:29]=2[N:31]2[CH:35]=[C:34]([C:36]3[CH:37]=[N:38][CH:39]=[CH:40][CH:41]=3)[N:33]=[CH:32]2)[NH:24][N:23]=1)([CH3:21])[CH3:20]. Given the product [CH:19]([C:22]1[C:30]2[C:25](=[CH:26][CH:27]=[CH:28][C:29]=2[N:31]2[CH:35]=[C:34]([C:36]3[CH:37]=[N:38][CH:39]=[CH:40][CH:41]=3)[N:33]=[CH:32]2)[N:24]([C:2]2[CH:9]=[CH:8][C:5]([C:6]#[N:7])=[CH:4][C:3]=2[N+:10]([O-:12])=[O:11])[N:23]=1)([CH3:21])[CH3:20], predict the reactants needed to synthesize it. (6) Given the product [Cl:2][C:3]1[CH:8]=[C:7]([Cl:9])[C:6]([O:10][CH3:11])=[CH:5][C:4]=1[NH:12][C:13]1[C:22]2[C:17](=[CH:18][C:19]([O:43][CH2:42][CH2:41][CH2:40][N:37]3[CH2:36][CH2:35][S:34](=[O:44])(=[O:33])[CH2:39][CH2:38]3)=[C:20]([O:23][CH3:24])[CH:21]=2)[N:16]=[CH:15][C:14]=1[C:26]#[N:27], predict the reactants needed to synthesize it. The reactants are: [Na].[Cl:2][C:3]1[CH:8]=[C:7]([Cl:9])[C:6]([O:10][CH3:11])=[CH:5][C:4]=1[NH:12][C:13]1[C:22]2[C:17](=[CH:18][C:19](F)=[C:20]([O:23][CH3:24])[CH:21]=2)[N:16]=[CH:15][C:14]=1[C:26]#[N:27].C(=O)(O)[O-].[Na+].[O:33]=[S:34]1(=[O:44])[CH2:39][CH2:38][N:37]([CH2:40][CH2:41][CH2:42][OH:43])[CH2:36][CH2:35]1. (7) Given the product [Br:1][C:2]1[CH:7]=[CH:6][C:5]([C:8]2([CH3:13])[CH2:11][O:12][CH2:9]2)=[CH:4][CH:3]=1, predict the reactants needed to synthesize it. The reactants are: [Br:1][C:2]1[CH:7]=[CH:6][C:5]([C:8]([CH3:13])([CH2:11][OH:12])[CH2:9]O)=[CH:4][CH:3]=1.C1(P(C2C=CC=CC=2)C2C=CC=CC=2)C=CC=CC=1.N(C(OC(C)C)=O)=NC(OC(C)C)=O.